Dataset: Forward reaction prediction with 1.9M reactions from USPTO patents (1976-2016). Task: Predict the product of the given reaction. (1) Given the reactants [H-].[Na+].[CH:3]1[C:14]2=[C:15]3[CH:10]([CH2:11][CH2:12][CH2:13]2)[CH2:9][CH2:8][CH2:7][C:6]3=[CH:5][C:4]=1[NH:16][C:17]1[CH:27]=[CH:26][C:20]([C:21]([O:23][CH2:24][CH3:25])=[O:22])=[CH:19][CH:18]=1.Br[CH2:29][CH3:30].[Cl-].[NH4+], predict the reaction product. The product is: [CH2:29]([N:16]([C:4]1[CH:3]=[C:14]2[C:15]3[CH:10]([CH2:11][CH2:12][CH2:13]2)[CH2:9][CH2:8][CH2:7][C:6]=3[CH:5]=1)[C:17]1[CH:18]=[CH:19][C:20]([C:21]([O:23][CH2:24][CH3:25])=[O:22])=[CH:26][CH:27]=1)[CH3:30]. (2) Given the reactants C([Si](C)(C)[O:6][CH2:7][CH2:8][N:9]1[CH:13]=[CH:12][C:11]([NH:14][C:15](=[O:40])[CH:16]([N:24]2[C:29](=[O:30])[CH:28]=[C:27]([O:31][C:32]3[C:37]([F:38])=[CH:36][CH:35]=[CH:34][C:33]=3[F:39])[CH:26]=[N:25]2)[CH2:17][CH:18]2[CH2:23][CH2:22][O:21][CH2:20][CH2:19]2)=[N:10]1)(C)(C)C, predict the reaction product. The product is: [F:38][C:37]1[CH:36]=[CH:35][CH:34]=[C:33]([F:39])[C:32]=1[O:31][C:27]1[CH:26]=[N:25][N:24]([CH:16]([CH2:17][CH:18]2[CH2:23][CH2:22][O:21][CH2:20][CH2:19]2)[C:15]([NH:14][C:11]2[CH:12]=[CH:13][N:9]([CH2:8][CH2:7][OH:6])[N:10]=2)=[O:40])[C:29](=[O:30])[CH:28]=1. (3) Given the reactants [H-].[Na+].[OH:3][CH:4]1[CH2:9][CH2:8][N:7]([C:10]([O:12][C:13]([CH3:16])([CH3:15])[CH3:14])=[O:11])[CH2:6][CH2:5]1.Cl[C:18]1[CH:23]=[CH:22][N:21]=[C:20]([CH3:24])[C:19]=1C#N.C[N:28](C=O)C, predict the reaction product. The product is: [C:24]([C:20]1[CH:19]=[C:18]([O:3][CH:4]2[CH2:5][CH2:6][N:7]([C:10]([O:12][C:13]([CH3:16])([CH3:15])[CH3:14])=[O:11])[CH2:8][CH2:9]2)[CH:23]=[CH:22][N:21]=1)#[N:28]. (4) Given the reactants [CH3:1][O:2][C:3]1[CH:4]=[C:5]([CH:23]=[CH:24][C:25]=1[O:26][CH3:27])[CH2:6][CH:7]1[C:16]2[C:11](=[C:12]([O:21][CH3:22])[C:13]([O:19][CH3:20])=[C:14]([O:17][CH3:18])[CH:15]=2)[CH2:10][CH2:9][NH:8]1.Br[CH2:29][C:30](Br)=[O:31].[NH2:33][CH:34]1[C:42]2[C:37](=[CH:38][CH:39]=[CH:40][CH:41]=2)[CH2:36][CH2:35]1, predict the reaction product. The product is: [CH3:1][O:2][C:3]1[CH:4]=[C:5]([CH:23]=[CH:24][C:25]=1[O:26][CH3:27])[CH2:6][CH:7]1[C:16]2[C:11](=[C:12]([O:21][CH3:22])[C:13]([O:19][CH3:20])=[C:14]([O:17][CH3:18])[CH:15]=2)[CH2:10][CH2:9][N:8]1[CH2:29][C:30]([NH:33][CH:34]1[C:42]2[C:37](=[CH:38][CH:39]=[CH:40][CH:41]=2)[CH2:36][CH2:35]1)=[O:31]. (5) The product is: [Cl:1][C:2]1[CH:3]=[CH:4][C:5]([F:37])=[C:6]([C:8]2[CH:13]=[CH:12][C:11]([CH2:14][N:15]([CH2:31][C@@H:32]([O:36][P:54]([OH:55])([OH:65])=[O:64])[C:33]([OH:35])=[O:34])[NH:16][C:17]([C:19]3[O:23][N:22]=[C:21]([C:24]4[CH:29]=[CH:28][CH:27]=[CH:26][C:25]=4[F:30])[CH:20]=3)=[O:18])=[CH:10][CH:9]=2)[CH:7]=1. Given the reactants [Cl:1][C:2]1[CH:3]=[CH:4][C:5]([F:37])=[C:6]([C:8]2[CH:13]=[CH:12][C:11]([CH2:14][N:15]([CH2:31][C@@H:32]([OH:36])[C:33]([OH:35])=[O:34])[NH:16][C:17]([C:19]3[O:23][N:22]=[C:21]([C:24]4[CH:29]=[CH:28][CH:27]=[CH:26][C:25]=4[F:30])[CH:20]=3)=[O:18])=[CH:10][CH:9]=2)[CH:7]=1.CCO.Cl.O1CCOCC1.N1C=CC=CC=1.[P:54](Cl)(Cl)(Cl)=[O:55].CC(C)=O.[Li+].[OH-:64].[OH2:65], predict the reaction product.